From a dataset of Full USPTO retrosynthesis dataset with 1.9M reactions from patents (1976-2016). Predict the reactants needed to synthesize the given product. (1) Given the product [Br:22][C:23]1[CH:24]=[N:25][C:26]([N:2]2[CH2:3][C:4]3([C:9]([O:11][CH3:12])=[O:10])[CH2:8][CH2:7][CH2:6][CH:5]3[CH2:1]2)=[N:27][CH:28]=1, predict the reactants needed to synthesize it. The reactants are: [CH2:1]1[CH:5]2[CH2:6][CH2:7][CH2:8][C:4]2([C:9]([O:11][CH3:12])=[O:10])[CH2:3][NH:2]1.CCN(C(C)C)C(C)C.[Br:22][C:23]1[CH:24]=[N:25][C:26](Cl)=[N:27][CH:28]=1. (2) Given the product [CH2:1]([O:8][C:9]1[CH:14]=[CH:13][C:12]([C:15]2[N:35]([CH2:47][CH:37]3[CH2:42][CH2:41][CH:40]([CH2:48][CH2:49][CH2:50][CH2:51][CH3:52])[CH2:39][CH2:38]3)[C:18]([CH3:19])=[CH:17][CH:16]=2)=[CH:11][CH:10]=1)[C:2]1[CH:7]=[CH:6][CH:5]=[CH:4][CH:3]=1, predict the reactants needed to synthesize it. The reactants are: [CH2:1]([O:8][C:9]1[CH:14]=[CH:13][C:12]([C:15](=O)[CH2:16][CH2:17][C:18](=O)[CH3:19])=[CH:11][CH:10]=1)[C:2]1[CH:7]=[CH:6][CH:5]=[CH:4][CH:3]=1.C(C1CCC(CC[NH2:35])CC1)CCCC.O.[C:37]1([CH3:47])[CH:42]=[CH:41][C:40](S(O)(=O)=O)=[CH:39][CH:38]=1.[C:48]1(C)C=[CH:52][CH:51]=[CH:50][CH:49]=1. (3) Given the product [ClH:38].[CH3:1][N:2]1[C:10]2[CH:9]=[C:8]([N:11]3[CH:16]=[CH:15][C:14]([CH2:17][CH2:18][C:19]4[CH:24]=[CH:23][CH:22]=[CH:21][CH:20]=4)=[N:13][C:12]3=[O:25])[CH:7]=[CH:6][C:5]=2[C:4]2[CH2:26][NH:27][CH2:28][CH2:29][CH2:30][C:3]1=2, predict the reactants needed to synthesize it. The reactants are: [CH3:1][N:2]1[C:10]2[CH:9]=[C:8]([N:11]3[CH:16]=[CH:15][C:14]([CH2:17][CH2:18][C:19]4[CH:24]=[CH:23][CH:22]=[CH:21][CH:20]=4)=[N:13][C:12]3=[O:25])[CH:7]=[CH:6][C:5]=2[C:4]2[CH2:26][N:27](C(OC(C)(C)C)=O)[CH2:28][CH2:29][CH2:30][C:3]1=2.[ClH:38]. (4) Given the product [Cl:1][C:2]1[CH:3]=[CH:4][C:5]([O:9][CH3:10])=[C:6]([NH:7][NH2:11])[CH:8]=1, predict the reactants needed to synthesize it. The reactants are: [Cl:1][C:2]1[CH:3]=[CH:4][C:5]([O:9][CH3:10])=[C:6]([CH:8]=1)[NH2:7].[N:11]([O-])=O.[Na+].Cl[Sn]Cl. (5) Given the product [Cl:20][C:7]1[CH:8]=[C:9]2[C:4](=[CH:5][CH:6]=1)[N:3]=[C:2]([N:24]([CH:21]([CH3:23])[CH3:22])[CH3:25])[C:11]([C:12]#[N:13])=[C:10]2[C:14]1[CH:19]=[CH:18][CH:17]=[CH:16][CH:15]=1, predict the reactants needed to synthesize it. The reactants are: Cl[C:2]1[C:11]([C:12]#[N:13])=[C:10]([C:14]2[CH:19]=[CH:18][CH:17]=[CH:16][CH:15]=2)[C:9]2[C:4](=[CH:5][CH:6]=[C:7]([Cl:20])[CH:8]=2)[N:3]=1.[CH:21]([NH:24][CH3:25])([CH3:23])[CH3:22].